This data is from Reaction yield outcomes from USPTO patents with 853,638 reactions. The task is: Predict the reaction yield, written as a fraction of the theoretical maximum amount of product (1.0 means a 100% yield; for example, 0.34 means a 34% yield). (1) The reactants are [CH3:1][C:2](=O)[CH2:3][C:4](=O)[CH3:5].[NH2:8][C:9]1[N:13]=[C:12]([S:14][CH3:15])[NH:11][N:10]=1. The catalyst is C(O)(=O)C. The product is [CH3:1][C:2]1[CH:3]=[C:4]([CH3:5])[N:10]2[N:11]=[C:12]([S:14][CH3:15])[N:13]=[C:9]2[N:8]=1. The yield is 0.710. (2) The reactants are [C:1]1([CH2:7][C:8]([OH:10])=O)[CH:6]=[CH:5][CH:4]=[CH:3][CH:2]=1.C(N1C=CN=C1)(N1C=CN=C1)=O.[CH2:23]([NH:30][C:31]([C:33]1[S:37][C:36]([C:38](=[N:40]O)[NH2:39])=[N:35][C:34]=1[CH3:42])=[O:32])[C:24]1[CH:29]=[CH:28][CH:27]=[CH:26][CH:25]=1. The catalyst is CN(C)C=O.ClCCl. The product is [CH2:23]([NH:30][C:31]([C:33]1[S:37][C:36]([C:38]2[N:40]=[C:8]([CH2:7][C:1]3[CH:2]=[CH:3][CH:4]=[CH:5][CH:6]=3)[O:10][N:39]=2)=[N:35][C:34]=1[CH3:42])=[O:32])[C:24]1[CH:29]=[CH:28][CH:27]=[CH:26][CH:25]=1. The yield is 0.0600. (3) The yield is 0.840. The reactants are [Br:1][C:2]1[CH:3]=[C:4]([C:10]([O:12][CH3:13])=[O:11])[NH:5][C:6]=1[CH:7]([CH3:9])[CH3:8].[CH3:14][C:15]([O:18][C:19](O[C:19]([O:18][C:15]([CH3:17])([CH3:16])[CH3:14])=[O:20])=[O:20])([CH3:17])[CH3:16]. The product is [Br:1][C:2]1[CH:3]=[C:4]([C:10]([O:12][CH3:13])=[O:11])[N:5]([C:19]([O:18][C:15]([CH3:17])([CH3:16])[CH3:14])=[O:20])[C:6]=1[CH:7]([CH3:9])[CH3:8]. The catalyst is C1COCC1.CN(C1C=CN=CC=1)C. (4) The reactants are [C@H:1]1([C:11]([OH:13])=O)[C:10]2[C:5](=[CH:6][CH:7]=[CH:8][CH:9]=2)[CH2:4][CH2:3][CH2:2]1.[CH2:14]([O:16][C:17]([C:19]1([NH2:28])[CH2:27][C:26]2[C:21](=[CH:22][CH:23]=[CH:24][CH:25]=2)[CH2:20]1)=[O:18])[CH3:15].CN(C(ON1N=NC2C=CC=NC1=2)=[N+](C)C)C.F[P-](F)(F)(F)(F)F.CCN(C(C)C)C(C)C. The catalyst is CN(C=O)C. The product is [CH2:14]([O:16][C:17]([C:19]1([NH:28][C:11]([C@H:1]2[C:10]3[C:5](=[CH:6][CH:7]=[CH:8][CH:9]=3)[CH2:4][CH2:3][CH2:2]2)=[O:13])[CH2:27][C:26]2[C:21](=[CH:22][CH:23]=[CH:24][CH:25]=2)[CH2:20]1)=[O:18])[CH3:15]. The yield is 1.00.